This data is from NCI-60 drug combinations with 297,098 pairs across 59 cell lines. The task is: Regression. Given two drug SMILES strings and cell line genomic features, predict the synergy score measuring deviation from expected non-interaction effect. (1) Drug 1: CC(C)CN1C=NC2=C1C3=CC=CC=C3N=C2N. Drug 2: CCC1(C2=C(COC1=O)C(=O)N3CC4=CC5=C(C=CC(=C5CN(C)C)O)N=C4C3=C2)O.Cl. Cell line: HOP-92. Synergy scores: CSS=23.2, Synergy_ZIP=-11.0, Synergy_Bliss=-9.73, Synergy_Loewe=-18.6, Synergy_HSA=-12.6. (2) Drug 1: CCCS(=O)(=O)NC1=C(C(=C(C=C1)F)C(=O)C2=CNC3=C2C=C(C=N3)C4=CC=C(C=C4)Cl)F. Drug 2: CN(C(=O)NC(C=O)C(C(C(CO)O)O)O)N=O. Cell line: SNB-19. Synergy scores: CSS=-0.0515, Synergy_ZIP=0.564, Synergy_Bliss=-3.28, Synergy_Loewe=-6.21, Synergy_HSA=-6.17. (3) Drug 1: CC1=C2C(C(=O)C3(C(CC4C(C3C(C(C2(C)C)(CC1OC(=O)C(C(C5=CC=CC=C5)NC(=O)OC(C)(C)C)O)O)OC(=O)C6=CC=CC=C6)(CO4)OC(=O)C)O)C)O. Drug 2: C(CCl)NC(=O)N(CCCl)N=O. Cell line: SF-268. Synergy scores: CSS=5.14, Synergy_ZIP=-6.85, Synergy_Bliss=-10.1, Synergy_Loewe=-22.4, Synergy_HSA=-9.46. (4) Drug 1: CN(C)N=NC1=C(NC=N1)C(=O)N. Drug 2: COCCOC1=C(C=C2C(=C1)C(=NC=N2)NC3=CC=CC(=C3)C#C)OCCOC.Cl. Cell line: MALME-3M. Synergy scores: CSS=3.97, Synergy_ZIP=0.100, Synergy_Bliss=0.333, Synergy_Loewe=-3.33, Synergy_HSA=-2.04. (5) Drug 1: C1=CC=C(C=C1)NC(=O)CCCCCCC(=O)NO. Drug 2: CCN(CC)CCCC(C)NC1=C2C=C(C=CC2=NC3=C1C=CC(=C3)Cl)OC. Cell line: EKVX. Synergy scores: CSS=7.91, Synergy_ZIP=-3.39, Synergy_Bliss=-1.91, Synergy_Loewe=-10.4, Synergy_HSA=-4.93. (6) Drug 1: C1CNP(=O)(OC1)N(CCCl)CCCl. Drug 2: CC1C(C(CC(O1)OC2CC(CC3=C2C(=C4C(=C3O)C(=O)C5=CC=CC=C5C4=O)O)(C(=O)C)O)N)O. Cell line: CCRF-CEM. Synergy scores: CSS=35.9, Synergy_ZIP=1.57, Synergy_Bliss=0.193, Synergy_Loewe=-41.3, Synergy_HSA=-1.55. (7) Drug 1: C1CC(=O)NC(=O)C1N2C(=O)C3=CC=CC=C3C2=O. Drug 2: CC1=C(C(=O)C2=C(C1=O)N3CC4C(C3(C2COC(=O)N)OC)N4)N. Cell line: SK-MEL-5. Synergy scores: CSS=40.9, Synergy_ZIP=-2.01, Synergy_Bliss=-1.91, Synergy_Loewe=-41.5, Synergy_HSA=-0.287. (8) Drug 1: CN(C)N=NC1=C(NC=N1)C(=O)N. Drug 2: C1=CC=C(C(=C1)C(C2=CC=C(C=C2)Cl)C(Cl)Cl)Cl. Cell line: U251. Synergy scores: CSS=7.63, Synergy_ZIP=-2.45, Synergy_Bliss=4.07, Synergy_Loewe=0.0537, Synergy_HSA=4.45. (9) Drug 1: COC1=CC(=CC(=C1O)OC)C2C3C(COC3=O)C(C4=CC5=C(C=C24)OCO5)OC6C(C(C7C(O6)COC(O7)C8=CC=CS8)O)O. Drug 2: CCCS(=O)(=O)NC1=C(C(=C(C=C1)F)C(=O)C2=CNC3=C2C=C(C=N3)C4=CC=C(C=C4)Cl)F. Cell line: NCI-H226. Synergy scores: CSS=29.1, Synergy_ZIP=4.28, Synergy_Bliss=7.09, Synergy_Loewe=-3.87, Synergy_HSA=6.17. (10) Drug 1: C1=NC2=C(N=C(N=C2N1C3C(C(C(O3)CO)O)F)Cl)N. Drug 2: CNC(=O)C1=NC=CC(=C1)OC2=CC=C(C=C2)NC(=O)NC3=CC(=C(C=C3)Cl)C(F)(F)F. Cell line: NCIH23. Synergy scores: CSS=8.20, Synergy_ZIP=-2.95, Synergy_Bliss=2.04, Synergy_Loewe=-19.6, Synergy_HSA=-1.40.